This data is from Reaction yield outcomes from USPTO patents with 853,638 reactions. The task is: Predict the reaction yield, written as a fraction of the theoretical maximum amount of product (1.0 means a 100% yield; for example, 0.34 means a 34% yield). The reactants are [C:1]([O:8][CH3:9])(=[O:7])[CH2:2][CH2:3][CH2:4][CH:5]=[CH2:6].B1C2CCCC1CCC2.[O-]P([O-])([O-])=O.[K+].[K+].[K+].FC(F)(F)S(O[C:33]1[C:34]([CH3:72])([CH3:71])[C@H:35]2[C@:48]([CH3:51])([CH2:49][CH:50]=1)[C@@H:47]1[C@:38]([CH3:70])([C@@:39]3([CH3:69])[C@H:44]([CH2:45][CH2:46]1)[C@H:43]1[C@H:52]([C:55]([CH3:57])=[CH2:56])[CH2:53][CH2:54][C@:42]1([NH:58][CH2:59][CH2:60][N:61]1[CH2:66][CH2:65][S:64](=[O:68])(=[O:67])[CH2:63][CH2:62]1)[CH2:41][CH2:40]3)[CH2:37][CH2:36]2)(=O)=O.C(Cl)Cl. The catalyst is C1COCC1.O1CCOCC1.O.C1C=CC(P(C2C=CC=CC=2)[C-]2C=CC=C2)=CC=1.C1C=CC(P(C2C=CC=CC=2)[C-]2C=CC=C2)=CC=1.Cl[Pd]Cl.[Fe+2]. The product is [O:68]=[S:64]1(=[O:67])[CH2:65][CH2:66][N:61]([CH2:60][CH2:59][NH:58][C@:42]23[CH2:54][CH2:53][C@@H:52]([C:55]([CH3:57])=[CH2:56])[C@@H:43]2[C@@H:44]2[C@@:39]([CH3:69])([CH2:40][CH2:41]3)[C@@:38]3([CH3:70])[C@@H:47]([C@:48]4([CH3:51])[C@@H:35]([CH2:36][CH2:37]3)[C:34]([CH3:71])([CH3:72])[C:33]([CH2:6][CH2:5][CH2:4][CH2:3][CH2:2][C:1]([O:8][CH3:9])=[O:7])=[CH:50][CH2:49]4)[CH2:46][CH2:45]2)[CH2:62][CH2:63]1. The yield is 0.620.